Dataset: CYP1A2 inhibition data for predicting drug metabolism from PubChem BioAssay. Task: Regression/Classification. Given a drug SMILES string, predict its absorption, distribution, metabolism, or excretion properties. Task type varies by dataset: regression for continuous measurements (e.g., permeability, clearance, half-life) or binary classification for categorical outcomes (e.g., BBB penetration, CYP inhibition). Dataset: cyp1a2_veith. (1) The compound is Cc1c(C)n(C)c2ccc(C(=O)Nc3cccc4ccccc34)cc12. The result is 1 (inhibitor). (2) The drug is CCNc1ncc2nc(-c3ccc(OC)cc3)c(=O)n(-c3ccc(OC)cc3)c2n1. The result is 0 (non-inhibitor). (3) The compound is Cc1ccccc1OCCCn1c(=O)sc2ccccc21. The result is 1 (inhibitor).